From a dataset of Forward reaction prediction with 1.9M reactions from USPTO patents (1976-2016). Predict the product of the given reaction. (1) The product is: [C:31]([O:30][C:29]([N:28]=[S:26]([C:45]1[CH:46]=[CH:47][C:48]([O:12][C:9]2[C:10]3[C:5]([CH:6]=[C:7]([C:13]([O:15][CH2:16][CH3:17])=[O:14])[CH:8]=2)=[N:4][N:3]([CH2:1][CH3:2])[CH:11]=3)=[CH:54][CH:43]=1)([CH3:25])=[O:27])=[O:35])([CH3:34])([CH3:33])[CH3:32]. Given the reactants [CH2:1]([N:3]1[CH:11]=[C:10]2[C:5]([CH:6]=[C:7]([C:13]([O:15][CH2:16][CH3:17])=[O:14])[CH:8]=[C:9]2[OH:12])=[N:4]1)[CH3:2].BrC1C=CC([CH2:25][S:26](=[N:28][C:29](=[O:35])[O:30][C:31]([CH3:34])([CH3:33])[CH3:32])[O-:27])=CC=1.C(=O)([O-])[O-].[Cs+].[Cs+].C[C:43]([CH3:54])([C:45](=O)[CH2:46][C:47](=O)[C:48](C)(C)C)C, predict the reaction product. (2) Given the reactants C([O:8][C:9]1[CH:14]=[CH:13][C:12]([C@@H:15]([O:55][Si:56]([C:59]([CH3:62])([CH3:61])[CH3:60])([CH3:58])[CH3:57])[CH2:16][NH:17][CH2:18][CH2:19][C:20]2[CH:25]=[CH:24][C:23]([O:26][CH2:27][CH2:28][CH2:29][CH2:30][CH2:31][C:32]3[CH:37]=[CH:36][C:35]([OH:38])=[C:34]([C@@H:39]([C:49]4[CH:54]=[CH:53][CH:52]=[CH:51][CH:50]=4)[CH2:40][CH2:41][N:42]([CH:46]([CH3:48])[CH3:47])[CH:43]([CH3:45])[CH3:44])[CH:33]=3)=[CH:22][CH:21]=2)=[CH:11][C:10]=1[NH:63][S:64]([CH3:67])(=[O:66])=[O:65])C1C=CC=CC=1.C([O-])=O.[NH4+], predict the reaction product. The product is: [Si:56]([O:55][C@H:15]([C:12]1[CH:13]=[CH:14][C:9]([OH:8])=[C:10]([NH:63][S:64]([CH3:67])(=[O:65])=[O:66])[CH:11]=1)[CH2:16][NH:17][CH2:18][CH2:19][C:20]1[CH:21]=[CH:22][C:23]([O:26][CH2:27][CH2:28][CH2:29][CH2:30][CH2:31][C:32]2[CH:37]=[CH:36][C:35]([OH:38])=[C:34]([C@@H:39]([C:49]3[CH:50]=[CH:51][CH:52]=[CH:53][CH:54]=3)[CH2:40][CH2:41][N:42]([CH:46]([CH3:48])[CH3:47])[CH:43]([CH3:45])[CH3:44])[CH:33]=2)=[CH:24][CH:25]=1)([C:59]([CH3:62])([CH3:60])[CH3:61])([CH3:58])[CH3:57]. (3) Given the reactants C(N)(N)=O.[OH:5][C:6]1[CH:13]=[CH:12][C:9]([CH:10]=[O:11])=[CH:8][CH:7]=1.[CH2:14](Br)[CH:15]([CH3:17])[CH3:16].[I-].[K+].C(=O)([O-])[O-].[K+].[K+], predict the reaction product. The product is: [CH2:14]([O:5][C:6]1[CH:13]=[CH:12][C:9]([CH:10]=[O:11])=[CH:8][CH:7]=1)[CH:15]([CH3:17])[CH3:16]. (4) The product is: [CH3:10][C:11]1[CH:16]=[CH:15][CH:14]=[CH:13][C:12]=1[S:17][C:28]1[CH:35]=[CH:34][C:31](/[CH:32]=[CH:20]/[C:21]([NH:40][CH:41]2[CH2:42][CH2:43]2)=[O:22])=[CH:30][C:29]=1[C:36]([F:39])([F:38])[F:37]. Given the reactants ClC1C=C(Cl)C=CC=1S.[CH3:10][C:11]1[CH:16]=[CH:15][CH:14]=[CH:13][C:12]=1[SH:17].ClC1C=CC=C[C:20]=1[CH:21]=[O:22].F[C:28]1[CH:35]=[CH:34][C:31]([CH:32]=O)=[CH:30][C:29]=1[C:36]([F:39])([F:38])[F:37].[NH2:40][CH2:41][CH2:42][CH2:43]CCCO.C1(N)CC1, predict the reaction product. (5) Given the reactants [Cl:1][C:2]1[CH:3]=[C:4]([N:10]2[CH:18]([CH:19]3[CH2:23][CH2:22][CH2:21][CH2:20]3)[CH:17]3[C:12]([C:13]4[CH:27]=[CH:26][C:25]([C:28]([OH:30])=[O:29])=[CH:24][C:14]=4[CH2:15][CH2:16]3)=[N:11]2)[CH:5]=[CH:6][C:7]=1[C:8]#[N:9].[CH:31]1[C:43]2[CH:42]([CH2:44]O)[C:41]3[C:36](=[CH:37][CH:38]=[CH:39][CH:40]=3)[C:35]=2[CH:34]=[CH:33][CH:32]=1, predict the reaction product. The product is: [Cl:1][C:2]1[CH:3]=[C:4]([N:10]2[CH:18]([CH:19]3[CH2:20][CH2:21][CH2:22][CH2:23]3)[CH:17]3[C:12]([C:13]4[CH:27]=[CH:26][C:25]([C:28]([O:30][CH2:44][CH:42]5[C:43]6[CH:31]=[CH:32][CH:33]=[CH:34][C:35]=6[C:36]6[C:41]5=[CH:40][CH:39]=[CH:38][CH:37]=6)=[O:29])=[CH:24][C:14]=4[CH2:15][CH2:16]3)=[N:11]2)[CH:5]=[CH:6][C:7]=1[C:8]#[N:9]. (6) Given the reactants [N:1]1[CH:6]=[CH:5][CH:4]=[CH:3][C:2]=1[C:7]1[C:8]([C:15]2[C:24]3[C:19](=[CH:20][C:21]([OH:25])=[CH:22][CH:23]=3)[N:18]=[CH:17][CH:16]=2)=[C:9]2[CH2:14][CH2:13][CH2:12][N:10]2[N:11]=1.Br[CH2:27][CH2:28][CH2:29][N:30]1[C:34](=[O:35])[C:33]2=[CH:36][CH:37]=[CH:38][CH:39]=[C:32]2[C:31]1=[O:40].C(=O)([O-])[O-].[Cs+].[Cs+], predict the reaction product. The product is: [N:1]1[CH:6]=[CH:5][CH:4]=[CH:3][C:2]=1[C:7]1[C:8]([C:15]2[C:24]3[C:19](=[CH:20][C:21]([O:25][CH2:27][CH2:28][CH2:29][N:30]4[C:34](=[O:35])[C:33]5[C:32](=[CH:39][CH:38]=[CH:37][CH:36]=5)[C:31]4=[O:40])=[CH:22][CH:23]=3)[N:18]=[CH:17][CH:16]=2)=[C:9]2[CH2:14][CH2:13][CH2:12][N:10]2[N:11]=1.